Dataset: Catalyst prediction with 721,799 reactions and 888 catalyst types from USPTO. Task: Predict which catalyst facilitates the given reaction. (1) Reactant: C([CH:3]([CH2:10][CH2:11][CH2:12][CH2:13][CH3:14])[CH2:4][CH2:5][C:6]([O:8][CH3:9])=[O:7])=O.[BH4-].[Na+].[OH-].[Na+]. Product: [CH2:10]([CH:3]1[CH2:9][O:8][C:6](=[O:7])[CH2:5][CH2:4]1)[CH2:11][CH2:12][CH2:13][CH3:14]. The catalyst class is: 8. (2) Reactant: [C:1]([NH:4][C:5]1[C:12]([CH3:13])=[CH:11][C:8]([C:9]#[N:10])=[CH:7][C:6]=1[Cl:14])(=[O:3])[CH3:2].NC1C(C)=CC(CN)=CC=1Cl.[H-].[H-].[H-].[H-].[Li+].[Al+3]. Product: [C:1]([NH:4][C:5]1[C:12]([CH3:13])=[CH:11][C:8]([CH2:9][NH2:10])=[CH:7][C:6]=1[Cl:14])(=[O:3])[CH3:2]. The catalyst class is: 1.